This data is from Catalyst prediction with 721,799 reactions and 888 catalyst types from USPTO. The task is: Predict which catalyst facilitates the given reaction. (1) Reactant: [O:1]1[CH:5]=[CH:4][CH:3]=[C:2]1[C:6]1[C:7]2[NH:15][N:14]=[N:13][C:8]=2[N:9]=[C:10]([NH2:12])[N:11]=1.[H-].[Na+].C[Si](C)(C)CCOC[O:24][C:25]1[CH:32]=[CH:31][C:28]([CH2:29]Br)=[CH:27][CH:26]=1. Product: [OH:24][C:25]1[CH:32]=[CH:31][C:28]([CH2:29][N:13]2[C:8]3[N:9]=[C:10]([NH2:12])[N:11]=[C:6]([C:2]4[O:1][CH:5]=[CH:4][CH:3]=4)[C:7]=3[N:15]=[N:14]2)=[CH:27][CH:26]=1. The catalyst class is: 3. (2) Reactant: [CH:1]1[CH:2]=[CH:3][C:4]([CH2:7][CH2:8][CH2:9][CH2:10][O:11][CH2:12][CH2:13][CH2:14][CH2:15][CH2:16][CH2:17][NH:18]CC(O)C2C=CC(O)=C(CO)C=2)=[CH:5][CH:6]=1.C1C=CC2C(O)=C(C(O)=O)C=CC=2C=1.C(=O)([O-])[O-].[K+].[K+].O1CCOCC1.O.[C:69]([O:68][C:66](O[C:66]([O:68][C:69]([CH3:72])([CH3:71])[CH3:70])=[O:67])=[O:67])([CH3:72])([CH3:71])[CH3:70]. Product: [C:69]([O:68][C:66](=[O:67])[NH:18][CH2:17][CH2:16][CH2:15][CH2:14][CH2:13][CH2:12][O:11][CH2:10][CH2:9][CH2:8][CH2:7][C:4]1[CH:3]=[CH:2][CH:1]=[CH:6][CH:5]=1)([CH3:70])([CH3:71])[CH3:72]. The catalyst class is: 38. (3) Reactant: [C:1]([O:5][C:6]([N:8]1[C:17]2[C:12](=[CH:13][CH:14]=[CH:15][CH:16]=2)[C:11](=[O:18])[CH2:10][CH2:9]1)=[O:7])([CH3:4])([CH3:3])[CH3:2].[CH3:19][Mg]Br.CCOCC. Product: [C:1]([O:5][C:6]([N:8]1[C:17]2[C:12](=[CH:13][CH:14]=[CH:15][CH:16]=2)[C:11]([OH:18])([CH3:19])[CH2:10][CH2:9]1)=[O:7])([CH3:4])([CH3:2])[CH3:3]. The catalyst class is: 1. (4) Reactant: CC(C)(C)[C@H](NC1C=CC=C(C(F)(F)F)C=1)C([N:6]1[CH2:11][C@H:10]2[C@H:8]([C:9]2([CH3:13])[CH3:12])[C@H:7]1[C:14]([OH:16])=O)=O.Cl[NH:31]C(CC1CCC1)C(=O)C(N)=O.Cl.C(N=C=NCCCN(C)C)C.O.ON1C2C=CC=CC=2N=N1.CN1CCOCC1.OS([O-])(=O)=O.[K+]. Product: [CH3:13][C:9]1([CH3:12])[CH:8]2[CH:10]1[CH2:11][NH:6][CH:7]2[C:14]([NH2:31])=[O:16]. The catalyst class is: 23. (5) Reactant: [NH2:1][C@H:2]([C:6]1[CH:11]=[CH:10][C:9]([O:12][CH3:13])=[CH:8][CH:7]=1)[C:3]([NH2:5])=[O:4].C(N(CC)CC)C.[CH3:21][O:22][C:23]1[CH:28]=[CH:27][C:26]([CH2:29][C:30](Cl)=[O:31])=[CH:25][CH:24]=1.O. Product: [CH3:13][O:12][C:9]1[CH:10]=[CH:11][C:6]([C@@H:2]([NH:1][C:30](=[O:31])[CH2:29][C:26]2[CH:27]=[CH:28][C:23]([O:22][CH3:21])=[CH:24][CH:25]=2)[C:3]([NH2:5])=[O:4])=[CH:7][CH:8]=1. The catalyst class is: 9. (6) Reactant: [O:1]1[CH:5]=[CH:4][C:3]([C:6]2[O:10][N:9]=[C:8]([C:11]([OH:13])=O)[N:7]=2)=[N:2]1.[NH2:14][C@@H:15]([CH3:32])[CH2:16][N:17]1[CH:21]=[CH:20][C:19]([C:22]2[CH:29]=[C:28]([F:30])[C:25]([C:26]#[N:27])=[C:24]([Cl:31])[CH:23]=2)=[N:18]1.CN(C=O)C. The catalyst class is: 238. Product: [Cl:31][C:24]1[CH:23]=[C:22]([C:19]2[CH:20]=[CH:21][N:17]([CH2:16][C@@H:15]([NH:14][C:11]([C:8]3[N:7]=[C:6]([C:3]4[CH:4]=[CH:5][O:1][N:2]=4)[O:10][N:9]=3)=[O:13])[CH3:32])[N:18]=2)[CH:29]=[C:28]([F:30])[C:25]=1[C:26]#[N:27]. (7) Reactant: [O:1]=[C:2]1[NH:7][C:6]2[CH:8]=[C:9]([C:12]([C:14]3[CH:22]=[CH:21][CH:20]=[CH:19][C:15]=3[C:16](O)=[O:17])=[O:13])[CH:10]=[CH:11][C:5]=2[O:4][CH2:3]1.CN1CCOCC1.C1CN([P+](O[N:47]2N=[N:54][C:49]3[CH:50]=[CH:51][CH:52]=[CH:53][C:48]2=3)(N2CCCC2)N2CCCC2)CC1.F[P-](F)(F)(F)(F)F.C1(N)C=CC=CC=1N. Product: [NH2:54][C:49]1[CH:50]=[CH:51][CH:52]=[CH:53][C:48]=1[N:47]1[C:16](=[O:17])[C:15]2[C:14](=[CH:22][CH:21]=[CH:20][CH:19]=2)[C:12]1([C:9]1[CH:10]=[CH:11][C:5]2[O:4][CH2:3][C:2](=[O:1])[NH:7][C:6]=2[CH:8]=1)[OH:13]. The catalyst class is: 3. (8) Reactant: [NH2:1][C:2]1[S:3][C:4]2[CH:10]=[CH:9][CH:8]=[CH:7][C:5]=2[N:6]=1.[Cl:11][C:12]1[CH:17]=[CH:16][C:15]([C:18](Cl)=[O:19])=[CH:14][N:13]=1. Product: [S:3]1[C:4]2[CH:10]=[CH:9][CH:8]=[CH:7][C:5]=2[N:6]=[C:2]1[NH:1][C:18](=[O:19])[C:15]1[CH:16]=[CH:17][C:12]([Cl:11])=[N:13][CH:14]=1. The catalyst class is: 17. (9) Reactant: [Br:1][C:2]1[CH:10]=[CH:9][C:8]([O:11][CH3:12])=[CH:7][C:3]=1[C:4]([OH:6])=[O:5].[CH2:13](O)[CH3:14]. Product: [Br:1][C:2]1[CH:10]=[CH:9][C:8]([O:11][CH3:12])=[CH:7][C:3]=1[C:4]([O:6][CH2:13][CH3:14])=[O:5]. The catalyst class is: 65.